Dataset: Peptide-MHC class I binding affinity with 185,985 pairs from IEDB/IMGT. Task: Regression. Given a peptide amino acid sequence and an MHC pseudo amino acid sequence, predict their binding affinity value. This is MHC class I binding data. (1) The peptide sequence is HLKHHKQCV. The MHC is HLA-B08:01 with pseudo-sequence HLA-B08:01. The binding affinity (normalized) is 0.861. (2) The peptide sequence is YSPVQDWNVD. The MHC is H-2-Db with pseudo-sequence H-2-Db. The binding affinity (normalized) is 0.0188. (3) The peptide sequence is YLQSKGKDI. The MHC is HLA-A03:01 with pseudo-sequence HLA-A03:01. The binding affinity (normalized) is 0.0847. (4) The peptide sequence is NIRQAGVQYSR. The MHC is HLA-B51:01 with pseudo-sequence HLA-B51:01. The binding affinity (normalized) is 0.